From a dataset of Forward reaction prediction with 1.9M reactions from USPTO patents (1976-2016). Predict the product of the given reaction. The product is: [CH3:1][S:2]([OH:5])(=[O:4])=[O:3].[CH2:6]([O:12][C:13]([NH:15][N:16]=[CH:17][C:18]1[CH:19]=[CH:20][C:21]([NH:24][CH2:25][C:26]2[N:30]([CH3:31])[C:29]3[CH:32]=[CH:33][C:34]([C:36]([N:38]([C:46]4[CH:51]=[CH:50][CH:49]=[CH:48][N:47]=4)[CH2:39][CH2:40][C:41]([O:43][CH2:44][CH3:45])=[O:42])=[O:37])=[CH:35][C:28]=3[N:27]=2)=[CH:22][CH:23]=1)=[O:14])[CH2:7][CH2:8][CH2:9][CH2:10][CH3:11]. Given the reactants [CH3:1][S:2]([OH:5])(=[O:4])=[O:3].[CH2:6]([O:12][C:13]([NH:15][N:16]=[CH:17][C:18]1[CH:23]=[CH:22][C:21]([NH:24][CH2:25][C:26]2[N:30]([CH3:31])[C:29]3[CH:32]=[CH:33][C:34]([C:36]([N:38]([C:46]4[CH:51]=[CH:50][CH:49]=[CH:48][N:47]=4)[CH2:39][CH2:40][C:41]([O:43][CH2:44][CH3:45])=[O:42])=[O:37])=[CH:35][C:28]=3[N:27]=2)=[CH:20][CH:19]=1)=[O:14])[CH2:7][CH2:8][CH2:9][CH2:10][CH3:11], predict the reaction product.